From a dataset of Reaction yield outcomes from USPTO patents with 853,638 reactions. Predict the reaction yield, written as a fraction of the theoretical maximum amount of product (1.0 means a 100% yield; for example, 0.34 means a 34% yield). (1) The yield is 0.120. No catalyst specified. The product is [CH:1]([NH:4][CH2:5][CH2:6][CH2:7][NH:8][C:9]([C:11]1[C:19]2[N:18]=[C:17]([C:20]3[S:21][CH:22]=[CH:23][CH:24]=3)[NH:16][C:15]=2[C:14]([OH:25])=[CH:13][CH:12]=1)=[O:10])([CH3:3])[CH3:2]. The reactants are [CH:1]([NH:4][CH2:5][CH2:6][CH2:7][NH:8][C:9]([C:11]1[C:19]2[N:18]=[C:17]([C:20]3[S:21][CH:22]=[CH:23][CH:24]=3)[NH:16][C:15]=2[C:14]([O:25]C)=[CH:13][CH:12]=1)=[O:10])([CH3:3])[CH3:2].B(Br)(Br)Br. (2) The reactants are Cl.[CH3:2][O:3][C:4]1[CH:5]=[C:6]([C:10]2[N:11]=[C:12]3[N:16]([C:17]=2[C:18]2[CH:23]=[CH:22][N:21]=[C:20]([NH:24][C@@H:25]4[CH2:30][CH2:29][CH2:28][NH:27][CH2:26]4)[N:19]=2)[CH:15]=[CH:14][S:13]3)[CH:7]=[CH:8][CH:9]=1.CCN(C(C)C)C(C)C.[Cl:40][C:41]1[CH:46]=[CH:45][C:44]([S:47](Cl)(=[O:49])=[O:48])=[CH:43][CH:42]=1. The catalyst is C(Cl)Cl. The product is [Cl:40][C:41]1[CH:46]=[CH:45][C:44]([S:47]([N:27]2[CH2:28][CH2:29][CH2:30][C@@H:25]([NH:24][C:20]3[N:19]=[C:18]([C:17]4[N:16]5[C:12]([S:13][CH:14]=[CH:15]5)=[N:11][C:10]=4[C:6]4[CH:7]=[CH:8][CH:9]=[C:4]([O:3][CH3:2])[CH:5]=4)[CH:23]=[CH:22][N:21]=3)[CH2:26]2)(=[O:49])=[O:48])=[CH:43][CH:42]=1. The yield is 0.850. (3) The reactants are [CH:1]1([C:4]([NH:6][C:7]2[CH:12]=[CH:11][CH:10]=[C:9]([C:13]3[C:21]4[C:16](=[CH:17][CH:18]=[C:19]([C:22]5[N:26]=[CH:25][N:24](C(C6C=CC=CC=6)(C6C=CC=CC=6)C6C=CC=CC=6)[N:23]=5)[CH:20]=4)[N:15](C4CCCCO4)[N:14]=3)[CH:8]=2)=[O:5])[CH2:3][CH2:2]1. The catalyst is Cl.O1CCOCC1. The product is [NH:24]1[CH:25]=[N:26][C:22]([C:19]2[CH:20]=[C:21]3[C:16](=[CH:17][CH:18]=2)[NH:15][N:14]=[C:13]3[C:9]2[CH:8]=[C:7]([NH:6][C:4]([CH:1]3[CH2:2][CH2:3]3)=[O:5])[CH:12]=[CH:11][CH:10]=2)=[N:23]1. The yield is 0.300.